From a dataset of Forward reaction prediction with 1.9M reactions from USPTO patents (1976-2016). Predict the product of the given reaction. (1) Given the reactants [CH:1]([C:3]1[CH:12]=[CH:11][C:10]2[C:5](=[CH:6][CH:7]=[CH:8][CH:9]=2)[CH:4]=1)=[CH2:2].[CH:1]([C:3]1[CH:12]=[CH:11][C:10]2[C:5](=[CH:6][CH:7]=[CH:8][CH:9]=2)[CH:4]=1)=[CH2:2].CC(N=NC(C#N)(C)C)(C#N)C, predict the reaction product. The product is: [CH2:2]=[CH:1][C:3]1[CH:12]=[CH:11][C:10]2[C:5](=[CH:6][CH:7]=[CH:8][CH:9]=2)[CH:4]=1. (2) Given the reactants [NH2:1][C@:2]12[CH2:37][CH2:36][C@@H:35]([C:38]([CH3:40])=[CH2:39])[C@@H:3]1[C@@H:4]1[C@@:17]([CH3:20])([CH2:18][CH2:19]2)[C@@:16]2([CH3:21])[C@@H:7]([C@:8]3([CH3:34])[C@@H:13]([CH2:14][CH2:15]2)[C:12]([CH3:23])([CH3:22])[C:11]([C:24]2[CH:33]=[CH:32][C:27]([C:28]([O:30][CH3:31])=[O:29])=[CH:26][CH:25]=2)=[CH:10][CH2:9]3)[CH2:6][CH2:5]1.[CH:41](=O)[C:42]1[O:46][CH:45]=[CH:44][CH:43]=1.C(O[BH-](OC(=O)C)OC(=O)C)(=O)C.[Na+].[Na], predict the reaction product. The product is: [O:46]1[CH:45]=[CH:44][CH:43]=[C:42]1[CH2:41][NH:1][C@:2]12[CH2:37][CH2:36][C@@H:35]([C:38]([CH3:40])=[CH2:39])[C@@H:3]1[C@@H:4]1[C@@:17]([CH3:20])([CH2:18][CH2:19]2)[C@@:16]2([CH3:21])[C@@H:7]([C@:8]3([CH3:34])[C@@H:13]([CH2:14][CH2:15]2)[C:12]([CH3:22])([CH3:23])[C:11]([C:24]2[CH:25]=[CH:26][C:27]([C:28]([O:30][CH3:31])=[O:29])=[CH:32][CH:33]=2)=[CH:10][CH2:9]3)[CH2:6][CH2:5]1. (3) Given the reactants [Cl:1][C:2]1[CH:3]=[N:4][C:5]([N:11]2[CH2:14][CH:13]([O:15][C:16]3[CH:21]=[CH:20][CH:19]=[C:18]([F:22])[CH:17]=3)[CH2:12]2)=[C:6]([CH:10]=1)[C:7](O)=[O:8].Cl.[NH2:24][C:25]1([C:28]2[CH:37]=[CH:36][C:31]([C:32]([O:34][CH3:35])=[O:33])=[CH:30][N:29]=2)[CH2:27][CH2:26]1, predict the reaction product. The product is: [Cl:1][C:2]1[CH:3]=[N:4][C:5]([N:11]2[CH2:12][CH:13]([O:15][C:16]3[CH:21]=[CH:20][CH:19]=[C:18]([F:22])[CH:17]=3)[CH2:14]2)=[C:6]([CH:10]=1)[C:7]([NH:24][C:25]1([C:28]2[CH:37]=[CH:36][C:31]([C:32]([O:34][CH3:35])=[O:33])=[CH:30][N:29]=2)[CH2:26][CH2:27]1)=[O:8].